Dataset: NCI-60 drug combinations with 297,098 pairs across 59 cell lines. Task: Regression. Given two drug SMILES strings and cell line genomic features, predict the synergy score measuring deviation from expected non-interaction effect. (1) Drug 1: CC(CN1CC(=O)NC(=O)C1)N2CC(=O)NC(=O)C2. Drug 2: CC1C(C(CC(O1)OC2CC(CC3=C2C(=C4C(=C3O)C(=O)C5=C(C4=O)C(=CC=C5)OC)O)(C(=O)CO)O)N)O.Cl. Cell line: RPMI-8226. Synergy scores: CSS=41.1, Synergy_ZIP=-5.44, Synergy_Bliss=-14.1, Synergy_Loewe=-18.5, Synergy_HSA=-9.75. (2) Drug 1: CC1=C2C(C(=O)C3(C(CC4C(C3C(C(C2(C)C)(CC1OC(=O)C(C(C5=CC=CC=C5)NC(=O)C6=CC=CC=C6)O)O)OC(=O)C7=CC=CC=C7)(CO4)OC(=O)C)O)C)OC(=O)C. Drug 2: C1CN1C2=NC(=NC(=N2)N3CC3)N4CC4. Cell line: RPMI-8226. Synergy scores: CSS=61.2, Synergy_ZIP=-8.00, Synergy_Bliss=-13.4, Synergy_Loewe=-18.0, Synergy_HSA=-16.9.